From a dataset of Full USPTO retrosynthesis dataset with 1.9M reactions from patents (1976-2016). Predict the reactants needed to synthesize the given product. (1) Given the product [CH2:36]([O:14][C:13](=[O:15])[C:12]1[CH:16]=[CH:17][C:9]([NH:8][C:6](=[O:7])[C:5]2[CH:18]=[CH:19][C:2]([Cl:1])=[C:3]([NH:20][S:21]([C:24]3[CH:29]=[C:28]([O:30][CH3:31])[CH:27]=[CH:26][C:25]=3[O:32][CH3:33])(=[O:23])=[O:22])[CH:4]=2)=[CH:10][CH:11]=1)[CH3:37], predict the reactants needed to synthesize it. The reactants are: [Cl:1][C:2]1[CH:19]=[CH:18][C:5]([C:6]([NH:8][C:9]2[CH:17]=[CH:16][C:12]([C:13]([OH:15])=[O:14])=[CH:11][CH:10]=2)=[O:7])=[CH:4][C:3]=1[NH:20][S:21]([C:24]1[CH:29]=[C:28]([O:30][CH3:31])[CH:27]=[CH:26][C:25]=1[O:32][CH3:33])(=[O:23])=[O:22].CO[C:36]1C=CC(OC)=C[C:37]=1S(Cl)(=O)=O. (2) Given the product [Br:11][C:12]1[S:16][C:15]([C:17]([OH:9])=[O:18])=[C:14]([CH3:19])[CH:13]=1, predict the reactants needed to synthesize it. The reactants are: P([O-])([O-])([O-])=O.[Na+].[Na+].[Na+].[OH:9]O.[Br:11][C:12]1[S:16][C:15]([CH:17]=[O:18])=[C:14]([CH3:19])[CH:13]=1.[Na]. (3) The reactants are: Br.[CH3:2][C:3]1[CH:8]=[C:7]([C:9]2[S:13][C:12]([NH2:14])=[N:11][C:10]=2[CH3:15])[CH:6]=[C:5]([CH3:16])[N:4]=1.C[O-].[Na+]. Given the product [CH3:2][C:3]1[CH:8]=[C:7]([C:9]2[S:13][C:12]([NH2:14])=[N:11][C:10]=2[CH3:15])[CH:6]=[C:5]([CH3:16])[N:4]=1, predict the reactants needed to synthesize it. (4) Given the product [F:13][C:2]([F:1])([F:12])[C:3]1[C:8]2[S:9][C:10]([B:19]([OH:24])[OH:20])=[CH:11][C:7]=2[CH:6]=[CH:5][CH:4]=1, predict the reactants needed to synthesize it. The reactants are: [F:1][C:2]([F:13])([F:12])[C:3]1[C:8]2[S:9][CH:10]=[CH:11][C:7]=2[CH:6]=[CH:5][CH:4]=1.[Li]CCCC.[B:19](OC(C)C)([O:24]C(C)C)[O:20]C(C)C. (5) Given the product [CH3:4][O:5][C:6]1[C:11]([OH:13])=[N:22][C:15]([C:16]2[CH:21]=[CH:20][CH:19]=[CH:18][CH:17]=2)=[N:23][C:7]=1[OH:8], predict the reactants needed to synthesize it. The reactants are: C[O-].[Na+].[CH3:4][O:5][CH:6]([C:11]([O:13]C)=O)[C:7](OC)=[O:8].[C:15]([NH2:23])(=[NH:22])[C:16]1[CH:21]=[CH:20][CH:19]=[CH:18][CH:17]=1.Cl. (6) Given the product [CH3:3][C:4]1[C:12]2[C:7](=[CH:8][CH:9]=[CH:10][CH:11]=2)[N:6]([NH:13][CH2:14][CH2:15][CH3:16])[CH:5]=1, predict the reactants needed to synthesize it. The reactants are: [BH4-].[Na+].[CH3:3][C:4]1[C:12]2[C:7](=[CH:8][CH:9]=[CH:10][CH:11]=2)[N:6]([N:13]=[CH:14][CH2:15][CH3:16])[CH:5]=1.C(O)(=O)C.[H][H]. (7) The reactants are: Cl.[CH3:2][NH:3][CH3:4].[CH2:5]([Si:7]([CH2:22][CH3:23])([CH2:20][CH3:21])[C:8]#[C:9][CH2:10][O:11][CH2:12][CH:13]1[CH2:18][CH2:17][C:16](=O)[CH2:15][CH2:14]1)[CH3:6].[C-:24]#[N:25].[K+]. Given the product [CH3:2][N:3]([CH3:4])[C:16]1([C:24]#[N:25])[CH2:17][CH2:18][CH:13]([CH2:12][O:11][CH2:10][C:9]#[C:8][Si:7]([CH2:22][CH3:23])([CH2:20][CH3:21])[CH2:5][CH3:6])[CH2:14][CH2:15]1, predict the reactants needed to synthesize it.